From a dataset of Full USPTO retrosynthesis dataset with 1.9M reactions from patents (1976-2016). Predict the reactants needed to synthesize the given product. (1) Given the product [CH3:17][S:14]([O:18][CH:20]1[CH2:21][CH2:22][O:13][CH:12]([C:3]2[C:2]([Cl:1])=[CH:7][C:6]([C:8]([F:11])([F:9])[F:10])=[CH:5][N:4]=2)[CH2:19]1)(=[O:16])=[O:15], predict the reactants needed to synthesize it. The reactants are: [Cl:1][C:2]1[C:3]([CH:12]=[O:13])=[N:4][CH:5]=[C:6]([C:8]([F:11])([F:10])[F:9])[CH:7]=1.[S:14]([OH:18])([CH3:17])(=[O:16])=[O:15].[CH2:19](O)[CH2:20][CH:21]=[CH2:22]. (2) Given the product [Cl:1][C:2]1[CH:3]=[CH:10][C:5]2[C:6]([N:7]=1)=[N:8][C:20]([C:25]1[CH:30]=[CH:29][CH:28]=[CH:27][CH:26]=1)=[C:21]([OH:23])[N:4]=2, predict the reactants needed to synthesize it. The reactants are: [Cl:1][C:2]1[N:7]=[C:6]([NH2:8])[C:5](N)=[N:4][CH:3]=1.[CH3:10]CN(C(C)C)C(C)C.O=[C:20]([C:25]1[CH:30]=[CH:29][CH:28]=[CH:27][CH:26]=1)[C:21]([O:23]C)=O. (3) The reactants are: [CH3:1][C:2](=O)[CH2:3][CH2:4][CH2:5][CH2:6][CH2:7][CH2:8][CH2:9][CH2:10][CH3:11].C(OP([CH2:21][C:22]([O:24][CH3:25])=[O:23])(OCC)=O)C.C[O-].[Na+]. Given the product [CH3:11][C:10]([CH2:9][CH2:8][CH2:7][CH2:6][CH2:5][CH2:4][CH2:3][CH2:2][CH3:1])=[CH:21][C:22]([O:24][CH3:25])=[O:23], predict the reactants needed to synthesize it. (4) Given the product [C:1]([O:5][C:6]([N:8]1[CH2:14][CH2:13][C:12]2[C:15]([NH:20][CH2:21][C:22]3[CH:27]=[CH:26][C:25]([S:28][CH2:37][C:38]([O:40][CH3:41])=[O:39])=[CH:24][CH:23]=3)=[C:16]([Cl:19])[CH:17]=[CH:18][C:11]=2[CH2:10][CH2:9]1)=[O:7])([CH3:4])([CH3:3])[CH3:2], predict the reactants needed to synthesize it. The reactants are: [C:1]([O:5][C:6]([N:8]1[CH2:14][CH2:13][C:12]2[C:15]([NH:20][CH2:21][C:22]3[CH:27]=[CH:26][C:25]([S:28]C(=O)N(C)C)=[CH:24][CH:23]=3)=[C:16]([Cl:19])[CH:17]=[CH:18][C:11]=2[CH2:10][CH2:9]1)=[O:7])([CH3:4])([CH3:3])[CH3:2].[OH-].[K+].Br[CH2:37][C:38]([O:40][CH3:41])=[O:39]. (5) Given the product [Br:1][C:2]1[C:3]([Cl:20])=[N:4][C:5]([CH:9]2[CH2:11][CH2:10]2)=[N:6][C:7]=1[CH3:8], predict the reactants needed to synthesize it. The reactants are: [Br:1][C:2]1[C:3](O)=[N:4][C:5]([CH:9]2[CH2:11][CH2:10]2)=[N:6][C:7]=1[CH3:8].CN(C=O)C.O=P(Cl)(Cl)[Cl:20].C([O-])([O-])=O.[Na+].[Na+]. (6) Given the product [C:1]([C:3]1[C:4]([O:19][CH2:20][C:21]2[CH:22]=[CH:23][C:24]([C:25]([NH:45][C:46]3[N:47]=[N:48][NH:49][N:50]=3)=[O:27])=[CH:28][CH:29]=2)=[N:5][C:6]([C:14]2[S:15][CH:16]=[CH:17][CH:18]=2)=[CH:7][C:8]=1[C:9]1[CH:13]=[CH:12][O:11][CH:10]=1)#[N:2], predict the reactants needed to synthesize it. The reactants are: [C:1]([C:3]1[C:4]([O:19][CH2:20][C:21]2[CH:29]=[CH:28][C:24]([C:25]([OH:27])=O)=[CH:23][CH:22]=2)=[N:5][C:6]([C:14]2[S:15][CH:16]=[CH:17][CH:18]=2)=[CH:7][C:8]=1[C:9]1[CH:13]=[CH:12][O:11][CH:10]=1)#[N:2].C(N(CC)CC)C.ClC(OCC(C)C)=O.[NH2:45][C:46]1[NH:50][N:49]=[N:48][N:47]=1. (7) Given the product [I:12][C:7]1[CH:6]=[C:5]([N+:8]([O-:10])=[O:9])[CH:4]=[C:3]([CH3:11])[C:2]=1[CH3:1], predict the reactants needed to synthesize it. The reactants are: [CH3:1][C:2]1[CH:7]=[CH:6][C:5]([N+:8]([O-:10])=[O:9])=[CH:4][C:3]=1[CH3:11].[I:12]I.S([O-])(O)=O.[Na+]. (8) Given the product [NH:15]1[CH:16]=[CH:17][C:13]([NH:12][C:4]2[N:3]=[C:2]([O:25][C:22]3[CH:23]=[CH:24][C:19]([CH3:18])=[CH:20][CH:21]=3)[C:11]3[C:6]([CH:5]=2)=[CH:7][CH:8]=[CH:9][CH:10]=3)=[N:14]1, predict the reactants needed to synthesize it. The reactants are: Cl[C:2]1[C:11]2[C:6](=[CH:7][CH:8]=[CH:9][CH:10]=2)[CH:5]=[C:4]([NH:12][C:13]2[CH:17]=[CH:16][NH:15][N:14]=2)[N:3]=1.[CH3:18][C:19]1[CH:24]=[CH:23][C:22]([OH:25])=[CH:21][CH:20]=1.